Dataset: NCI-60 drug combinations with 297,098 pairs across 59 cell lines. Task: Regression. Given two drug SMILES strings and cell line genomic features, predict the synergy score measuring deviation from expected non-interaction effect. (1) Drug 1: C1=CC=C(C=C1)NC(=O)CCCCCCC(=O)NO. Drug 2: C1=CN(C=N1)CC(O)(P(=O)(O)O)P(=O)(O)O. Cell line: CCRF-CEM. Synergy scores: CSS=48.7, Synergy_ZIP=4.54, Synergy_Bliss=-0.597, Synergy_Loewe=-18.3, Synergy_HSA=-2.82. (2) Drug 1: C1CCC(C1)C(CC#N)N2C=C(C=N2)C3=C4C=CNC4=NC=N3. Drug 2: C1=NC(=NC(=O)N1C2C(C(C(O2)CO)O)O)N. Cell line: SK-OV-3. Synergy scores: CSS=4.61, Synergy_ZIP=-0.918, Synergy_Bliss=2.25, Synergy_Loewe=0.919, Synergy_HSA=1.30. (3) Drug 1: CC1CCC2CC(C(=CC=CC=CC(CC(C(=O)C(C(C(=CC(C(=O)CC(OC(=O)C3CCCCN3C(=O)C(=O)C1(O2)O)C(C)CC4CCC(C(C4)OC)O)C)C)O)OC)C)C)C)OC. Drug 2: CC1C(C(CC(O1)OC2CC(CC3=C2C(=C4C(=C3O)C(=O)C5=CC=CC=C5C4=O)O)(C(=O)C)O)N)O. Cell line: HS 578T. Synergy scores: CSS=57.1, Synergy_ZIP=19.4, Synergy_Bliss=16.6, Synergy_Loewe=20.5, Synergy_HSA=20.1. (4) Drug 1: CC1=C(C(=CC=C1)Cl)NC(=O)C2=CN=C(S2)NC3=CC(=NC(=N3)C)N4CCN(CC4)CCO. Drug 2: C1=CN(C=N1)CC(O)(P(=O)(O)O)P(=O)(O)O. Cell line: SW-620. Synergy scores: CSS=15.9, Synergy_ZIP=-4.22, Synergy_Bliss=0.441, Synergy_Loewe=-19.8, Synergy_HSA=-0.431. (5) Drug 1: CS(=O)(=O)OCCCCOS(=O)(=O)C. Drug 2: C1CNP(=O)(OC1)N(CCCl)CCCl. Cell line: DU-145. Synergy scores: CSS=0.933, Synergy_ZIP=-3.15, Synergy_Bliss=-5.61, Synergy_Loewe=-12.2, Synergy_HSA=-5.53. (6) Cell line: SW-620. Drug 1: CC1=C(C=C(C=C1)NC(=O)C2=CC=C(C=C2)CN3CCN(CC3)C)NC4=NC=CC(=N4)C5=CN=CC=C5. Synergy scores: CSS=22.4, Synergy_ZIP=-6.76, Synergy_Bliss=-1.26, Synergy_Loewe=-25.7, Synergy_HSA=-6.64. Drug 2: C1=NC(=NC(=O)N1C2C(C(C(O2)CO)O)O)N.